This data is from Catalyst prediction with 721,799 reactions and 888 catalyst types from USPTO. The task is: Predict which catalyst facilitates the given reaction. (1) Reactant: CO[C:3]1[CH:28]=[CH:27][C:6]([CH2:7][N:8]2[CH2:12][CH:11]([CH:13]([S:15][C:16]3[CH:21]=[CH:20][CH:19]=[C:18]([C:22]([F:25])([F:24])[F:23])[CH:17]=3)[CH3:14])[CH2:10][C:9]2=[O:26])=[CH:5][CH:4]=1.[CH3:29][OH:30].[OH:31]OS([O-])=O.[K+].[OH2:37]. Product: [CH3:29][O:30][C:3]1[CH:28]=[CH:27][C:6]([CH2:7][N:8]2[CH2:12][CH:11]([CH:13]([S:15]([C:16]3[CH:21]=[CH:20][CH:19]=[C:18]([C:22]([F:25])([F:24])[F:23])[CH:17]=3)(=[O:31])=[O:37])[CH3:14])[CH2:10][C:9]2=[O:26])=[CH:5][CH:4]=1. The catalyst class is: 25. (2) The catalyst class is: 1. Product: [CH3:28][C:13]1[N:14]([S:18]([C:21]2[CH:26]=[CH:25][CH:24]=[CH:23][CH:22]=2)(=[O:20])=[O:19])[C:15]2[C:11]([CH:12]=1)=[CH:10][C:9]([O:8][CH2:7][C:1]1[CH:2]=[CH:3][CH:4]=[CH:5][CH:6]=1)=[CH:17][CH:16]=2. Reactant: [C:1]1([CH2:7][O:8][C:9]2[CH:10]=[C:11]3[C:15](=[CH:16][CH:17]=2)[N:14]([S:18]([C:21]2[CH:26]=[CH:25][CH:24]=[CH:23][CH:22]=2)(=[O:20])=[O:19])[CH:13]=[CH:12]3)[CH:6]=[CH:5][CH:4]=[CH:3][CH:2]=1.[Li][CH2:28]CCC.CI. (3) Reactant: [H-].[Na+].[C:3]([O:7][C:8]([NH:10][C@@H:11]([CH2:15][OH:16])[C:12]([OH:14])=[O:13])=[O:9])([CH3:6])([CH3:5])[CH3:4].F[C:18]1[CH:23]=[CH:22][CH:21]=[CH:20][C:19]=1[N+:24]([O-:26])=[O:25].Cl. Product: [C:3]([O:7][C:8]([NH:10][C@@H:11]([CH2:15][O:16][C:18]1[CH:23]=[CH:22][CH:21]=[CH:20][C:19]=1[N+:24]([O-:26])=[O:25])[C:12]([OH:14])=[O:13])=[O:9])([CH3:6])([CH3:5])[CH3:4]. The catalyst class is: 3. (4) The catalyst class is: 6. Reactant: [Br:1][C:2]1[CH:9]=[CH:8][C:5]([CH2:6]Br)=[CH:4][CH:3]=1.CN(C)C=O.[CH3:15][S:16]([O-:18])=[O:17].[Na+]. Product: [Br:1][C:2]1[CH:9]=[CH:8][C:5]([CH2:6][S:16]([CH3:15])(=[O:18])=[O:17])=[CH:4][CH:3]=1. (5) Reactant: [OH:1][CH2:2][C:3]1[CH:8]=[CH:7][C:6]([NH:9][C:10]([C:12]2[O:16][N:15]=[C:14]([C:17]3[CH:22]=[CH:21][CH:20]=[CH:19][CH:18]=3)[CH:13]=2)=[O:11])=[CH:5][CH:4]=1.[Mn]([O-])([O-])(=O)=O.[Ba+2]. Product: [CH:2]([C:3]1[CH:4]=[CH:5][C:6]([NH:9][C:10]([C:12]2[O:16][N:15]=[C:14]([C:17]3[CH:22]=[CH:21][CH:20]=[CH:19][CH:18]=3)[CH:13]=2)=[O:11])=[CH:7][CH:8]=1)=[O:1]. The catalyst class is: 26. (6) Reactant: Cl.C(N=C=N[CH2:7][CH2:8][CH2:9][N:10]([CH3:12])C)C.ON1C2C=CC=CC=2N=N1.[C:23]([C:27]1[CH:32]=[CH:31][C:30](/[C:33](/[C:38]2[CH:43]=[CH:42][C:41]([Cl:44])=[C:40]([O:45][CH3:46])[N:39]=2)=[CH:34]\[C:35](O)=[O:36])=[CH:29][CH:28]=1)([CH3:26])([CH3:25])[CH3:24].N1CCCCC1. Product: [C:23]([C:27]1[CH:28]=[CH:29][C:30](/[C:33](/[C:38]2[CH:43]=[CH:42][C:41]([Cl:44])=[C:40]([O:45][CH3:46])[N:39]=2)=[CH:34]\[C:35]([N:10]2[CH2:9][CH2:8][CH2:7][CH2:12]2)=[O:36])=[CH:31][CH:32]=1)([CH3:24])([CH3:25])[CH3:26]. The catalyst class is: 42. (7) Reactant: C(OC([NH:8][CH2:9][CH2:10][CH2:11][CH2:12][CH2:13][N:14]1[C:22]2[C:17](=[CH:18][CH:19]=[CH:20][CH:21]=2)[C:16]([C:23]([O:25][CH2:26][CH3:27])=[O:24])=[CH:15]1)=O)(C)(C)C.Cl. Product: [NH2:8][CH2:9][CH2:10][CH2:11][CH2:12][CH2:13][N:14]1[C:22]2[C:17](=[CH:18][CH:19]=[CH:20][CH:21]=2)[C:16]([C:23]([O:25][CH2:26][CH3:27])=[O:24])=[CH:15]1. The catalyst class is: 135. (8) Reactant: [CH:1]([C:3]1[CH:4]=[C:5](B(O)O)[O:6][CH:7]=1)=[O:2].I[C:12]1[C:20]2[C:15](=[N:16][CH:17]=[N:18][C:19]=2[NH2:21])[N:14]([CH:22]([CH3:24])[CH3:23])[N:13]=1.C([O-])([O-])=O.[Na+].[Na+]. Product: [NH2:21][C:19]1[N:18]=[CH:17][N:16]=[C:15]2[N:14]([CH:22]([CH3:24])[CH3:23])[N:13]=[C:12]([C:5]3[O:6][CH:7]=[C:3]([CH:1]=[O:2])[CH:4]=3)[C:20]=12. The catalyst class is: 414. (9) Reactant: [Br:1][C:2]1[CH:20]=[CH:19][C:5]2[NH:6][C:7]([CH2:9][CH2:10][CH2:11][CH2:12][CH2:13][CH2:14][C:15](OC)=[O:16])=[N:8][C:4]=2[CH:3]=1.[NH2:21][OH:22].[OH-].[K+]. Product: [Br:1][C:2]1[CH:20]=[CH:19][C:5]2[N:6]=[C:7]([CH2:9][CH2:10][CH2:11][CH2:12][CH2:13][CH2:14][C:15]([NH:21][OH:22])=[O:16])[NH:8][C:4]=2[CH:3]=1. The catalyst class is: 1.